From a dataset of Forward reaction prediction with 1.9M reactions from USPTO patents (1976-2016). Predict the product of the given reaction. The product is: [CH2:23]([NH:1][C:2]1[CH:7]=[CH:6][C:5]([Cl:8])=[CH:4][C:3]=1[C:9]([C:11]1[CH:12]=[CH:13][CH:14]=[CH:15][CH:16]=1)=[O:10])[C:24]1[CH:29]=[CH:28][CH:27]=[CH:26][CH:25]=1. Given the reactants [NH2:1][C:2]1[CH:7]=[CH:6][C:5]([Cl:8])=[CH:4][C:3]=1[C:9]([C:11]1[CH:16]=[CH:15][CH:14]=[CH:13][CH:12]=1)=[O:10].C(=O)([O-])[O-].[Cs+].[Cs+].[CH2:23](Br)[C:24]1[CH:29]=[CH:28][CH:27]=[CH:26][CH:25]=1, predict the reaction product.